This data is from Forward reaction prediction with 1.9M reactions from USPTO patents (1976-2016). The task is: Predict the product of the given reaction. (1) The product is: [CH:28]1[C:29]2[CH:17]([CH2:16][O:15][C:13]([N:1]3[CH2:5][CH:4]=[CH:3][CH2:2]3)=[O:14])[C:18]3[C:23](=[CH:22][CH:21]=[CH:20][CH:19]=3)[C:24]=2[CH:25]=[CH:26][CH:27]=1. Given the reactants [NH:1]1[CH2:5][CH:4]=[CH:3][CH2:2]1.CCN(CC)CC.[C:13](Cl)([O:15][CH2:16][CH:17]1[C:29]2[C:24](=[CH:25][CH:26]=[CH:27][CH:28]=2)[C:23]2[C:18]1=[CH:19][CH:20]=[CH:21][CH:22]=2)=[O:14], predict the reaction product. (2) Given the reactants [CH3:1][O:2][C:3]1[CH:22]=[CH:21][C:6]2[N:7]([C:14]3[CH:15]=[CH:16][C:17]([NH2:20])=[N:18][CH:19]=3)[C:8]([C:10]([F:13])([F:12])[F:11])=[N:9][C:5]=2[CH:4]=1.[F:23][C:24]1[CH:32]=[CH:31][CH:30]=[C:29]([F:33])[C:25]=1[C:26](O)=[O:27].CN(C)CCCN=C=NCC, predict the reaction product. The product is: [F:23][C:24]1[CH:32]=[CH:31][CH:30]=[C:29]([F:33])[C:25]=1[C:26]([NH:20][C:17]1[CH:16]=[CH:15][C:14]([N:7]2[C:6]3[CH:21]=[CH:22][C:3]([O:2][CH3:1])=[CH:4][C:5]=3[N:9]=[C:8]2[C:10]([F:13])([F:11])[F:12])=[CH:19][N:18]=1)=[O:27]. (3) The product is: [O:44]1[CH2:45][CH2:46][N:41]([C:23]2[C:24]3[N:29]=[C:28]([CH2:30][N:31]4[CH2:34][CH:33]([N:35]5[CH2:40][CH2:39][O:38][CH2:37][CH2:36]5)[CH2:32]4)[S:27][C:25]=3[N:26]=[C:21]([C:16]3[C:15]4[CH:14]=[CH:13][NH:12][C:20]=4[CH:19]=[CH:18][N:17]=3)[N:22]=2)[CH2:42][CH2:43]1. Given the reactants [OH-].[Na+].C1(S([N:12]2[C:20]3[CH:19]=[CH:18][N:17]=[C:16]([C:21]4[N:22]=[C:23]([N:41]5[CH2:46][CH2:45][O:44][CH2:43][CH2:42]5)[C:24]5[N:29]=[C:28]([CH2:30][N:31]6[CH2:34][CH:33]([N:35]7[CH2:40][CH2:39][O:38][CH2:37][CH2:36]7)[CH2:32]6)[S:27][C:25]=5[N:26]=4)[C:15]=3[CH:14]=[CH:13]2)(=O)=O)C=CC=CC=1, predict the reaction product. (4) Given the reactants FC(F)(F)S(O[C:7]1[CH:15]=[CH:14][C:10]2=[N:11][O:12][N:13]=[C:9]2[C:8]=1[CH3:16])(=O)=O.[CH:19]([B-](F)(F)F)=[CH2:20].[K+], predict the reaction product. The product is: [CH:19]([C:7]1[CH:15]=[CH:14][C:10]2=[N:11][O:12][N:13]=[C:9]2[C:8]=1[CH3:16])=[CH2:20]. (5) Given the reactants [NH2:1][C:2]1[CH:26]=[C:25]([C:27]2[CH:32]=[CH:31][CH:30]=[CH:29][CH:28]=2)[CH:24]=[CH:23][C:3]=1[C:4]([NH:6][C:7]1[CH:12]=[CH:11][C:10]([O:13][CH2:14][CH2:15][N:16]2[CH2:20][CH2:19][CH2:18][CH2:17]2)=[C:9]([O:21][CH3:22])[CH:8]=1)=[O:5].[NH2:33]C1C=C(OC2C=CC=CC=2)C=CC=1C(NC1C=CC(OCCN2CCCC2)=C(OC)C=1)=O, predict the reaction product. The product is: [CH3:22][O:21][C:9]1[CH:8]=[C:7]([N:6]2[C:4](=[O:5])[C:3]3[CH:23]=[CH:24][C:25]([C:27]4[CH:32]=[CH:31][CH:30]=[CH:29][CH:28]=4)=[CH:26][C:2]=3[N:1]=[N:33]2)[CH:12]=[CH:11][C:10]=1[O:13][CH2:14][CH2:15][N:16]1[CH2:17][CH2:18][CH2:19][CH2:20]1. (6) Given the reactants C(O[C:9]1[CH:14]=[CH:13][C:12]([CH:15]2[CH2:20][CH2:19]C[C:17](=[CH:21][C:22]([O:24][CH2:25][CH3:26])=[O:23])[CH2:16]2)=[CH:11][CH:10]=1)C1C=CC=CC=1.NC1C=CC(C2CCCC(CC(OCC)=O)C2)=CC=1.[Br:46]C1C=CC([C@@H]2CCC(=O)C2)=CC=1, predict the reaction product. The product is: [Br:46][C:9]1[CH:10]=[CH:11][C:12]([C@@H:15]2[CH2:20][CH2:19][C:17](=[CH:21][C:22]([O:24][CH2:25][CH3:26])=[O:23])[CH2:16]2)=[CH:13][CH:14]=1. (7) The product is: [NH2:7][C@H:8]1[CH2:17][C:16]2[C:11](=[CH:12][CH:13]=[C:14]([S:18]([C:21]3[CH:26]=[CH:25][CH:24]=[CH:23][CH:22]=3)(=[O:20])=[O:19])[CH:15]=2)[N:10]([OH:27])[CH2:9]1.[ClH:51].[NH2:7][C@H:8]1[CH2:17][C:16]2[C:11](=[CH:12][CH:13]=[C:14]([S:18]([C:21]3[CH:26]=[CH:25][CH:24]=[CH:23][CH:22]=3)(=[O:19])=[O:20])[CH:15]=2)[N:10]([OH:27])[C:9]1=[O:28]. Given the reactants C(OC(=O)[NH:7][C@H:8]1[CH2:17][C:16]2[C:11](=[CH:12][CH:13]=[C:14]([S:18]([C:21]3[CH:26]=[CH:25][CH:24]=[CH:23][CH:22]=3)(=[O:20])=[O:19])[CH:15]=2)[N:10]([OH:27])[C:9]1=[O:28])(C)(C)C.N[C@H]1CC2C(=NC=C(OC3C=CC=CC=3)C=2)N(O)C1=O.C(Cl)[Cl:51], predict the reaction product. (8) Given the reactants [C:1]([CH2:3][CH:4]1[C:8]2[C:9]3[N:10]([N:13]=[CH:14][C:15]=3[C:16]([O:18][CH2:19][CH3:20])=[O:17])[CH:11]=[CH:12][C:7]=2[CH2:6][CH2:5]1)#[N:2], predict the reaction product. The product is: [NH2:2][CH2:1][CH2:3][CH:4]1[C:8]2[C:9]3[N:10]([N:13]=[CH:14][C:15]=3[C:16]([O:18][CH2:19][CH3:20])=[O:17])[CH:11]=[CH:12][C:7]=2[CH2:6][CH2:5]1. (9) Given the reactants N#N.[C:3]([Si:7]([CH3:26])([CH3:25])[O:8][CH:9]([C:11]1[O:12][C:13]([CH2:16][N:17]2[N:21]=[C:20]([N+:22]([O-])=O)[CH:19]=[N:18]2)=[CH:14][N:15]=1)[CH3:10])([CH3:6])([CH3:5])[CH3:4].[NH4+].[Cl-], predict the reaction product. The product is: [C:3]([Si:7]([CH3:26])([CH3:25])[O:8][CH:9]([C:11]1[O:12][C:13]([CH2:16][N:17]2[N:21]=[C:20]([NH2:22])[CH:19]=[N:18]2)=[CH:14][N:15]=1)[CH3:10])([CH3:6])([CH3:5])[CH3:4].